Dataset: Catalyst prediction with 721,799 reactions and 888 catalyst types from USPTO. Task: Predict which catalyst facilitates the given reaction. Reactant: [CH2:1]([O:8][C:9]1[CH:14]=[CH:13][C:12]([C:15]([F:18])([F:17])[F:16])=[CH:11][CH:10]=1)[C:2]1[CH:7]=[CH:6][CH:5]=[CH:4][CH:3]=1.F[B-](F)(F)F.F[B-](F)(F)F.ClC[N+]12CC[N+](F)(CC1)CC2.[I:40]I. Product: [CH2:1]([O:8][C:9]1[CH:14]=[CH:13][C:12]([C:15]([F:16])([F:17])[F:18])=[CH:11][C:10]=1[I:40])[C:2]1[CH:3]=[CH:4][CH:5]=[CH:6][CH:7]=1. The catalyst class is: 10.